This data is from Forward reaction prediction with 1.9M reactions from USPTO patents (1976-2016). The task is: Predict the product of the given reaction. Given the reactants Cl.CN(C)CCCN=C=NCC.[Cl:13][C:14]1[CH:15]=[CH:16][C:17]([C:20]([OH:22])=O)=[N:18][CH:19]=1.[CH3:23][C:24]1[C:25]([NH2:39])=[N:26][C:27]2([C:37]3[C:32](=[CH:33][CH:34]=[C:35]([NH2:38])[CH:36]=3)[O:31][CH2:30][CH2:29]2)[N:28]=1.Cl, predict the reaction product. The product is: [NH2:39][C:25]1[C:24]([CH3:23])=[N:28][C:27]2([C:37]3[C:32](=[CH:33][CH:34]=[C:35]([NH:38][C:20](=[O:22])[C:17]4[CH:16]=[CH:15][C:14]([Cl:13])=[CH:19][N:18]=4)[CH:36]=3)[O:31][CH2:30][CH2:29]2)[N:26]=1.